Task: Predict the reaction yield, written as a fraction of the theoretical maximum amount of product (1.0 means a 100% yield; for example, 0.34 means a 34% yield).. Dataset: Reaction yield outcomes from USPTO patents with 853,638 reactions (1) The reactants are [Cl:1][CH2:2][CH2:3][C@@H:4]([C:6]1[CH:11]=[CH:10][CH:9]=[CH:8][CH:7]=1)[OH:5].[Cl:12][C:13]1[CH:20]=[CH:19][C:16]([C:17]#[N:18])=[C:15](O)[CH:14]=1.C1(P(C2C=CC=CC=2)C2C=CC=CC=2)C=CC=CC=1.N(C(OCC)=O)=NC(OCC)=O. The catalyst is O1CCCC1. The product is [Cl:12][C:13]1[CH:20]=[CH:19][C:16]([C:17]#[N:18])=[C:15]([O:5][C@@H:4]([C:6]2[CH:11]=[CH:10][CH:9]=[CH:8][CH:7]=2)[CH2:3][CH2:2][Cl:1])[CH:14]=1. The yield is 0.720. (2) The reactants are C([Li])CCC.Br[C:7]1[CH:16]=[CH:15][C:10]2[O:11][CH2:12][CH2:13][O:14][C:9]=2[CH:8]=1.[CH3:17][Sn:18](Cl)([CH3:20])[CH3:19]. The catalyst is CCCCCC.C1COCC1.[Cl-].[Na+].O. The product is [O:11]1[C:10]2[CH:15]=[CH:16][C:7]([Sn:18]([CH3:20])([CH3:19])[CH3:17])=[CH:8][C:9]=2[O:14][CH2:13][CH2:12]1. The yield is 0.980. (3) The reactants are C([N:8]1[C:12]([NH:13][CH:14]2[CH2:19][CH2:18][O:17][CH2:16][CH2:15]2)=[CH:11][CH:10]=[N:9]1)C1C=CC=CC=1. The catalyst is [C].[Pd].C(O)C. The product is [O:17]1[CH2:16][CH2:15][CH:14]([NH:13][C:12]2[NH:8][N:9]=[CH:10][CH:11]=2)[CH2:19][CH2:18]1. The yield is 0.870. (4) The reactants are [NH2:1][C:2]1[C:7]2=[C:8]([C:29]3[CH:30]=[CH:31][C:32]4[C:36]([CH:37]=3)=[N:35][N:34]([CH2:38][C:39]3[CH:44]=[CH:43][CH:42]=[CH:41][CH:40]=3)[CH:33]=4)[CH:9]=[C:10]([C:11]3[N:12]=[C:13]([CH:16]4[CH2:21][CH2:20][N:19](C(OC(C)(C)C)=O)[CH2:18][CH2:17]4)[S:14][CH:15]=3)[N:6]2[N:5]=[CH:4][N:3]=1.Cl. The catalyst is CO.O1CCOCC1. The product is [CH2:38]([N:34]1[CH:33]=[C:32]2[C:36]([CH:37]=[C:29]([C:8]3[CH:9]=[C:10]([C:11]4[N:12]=[C:13]([CH:16]5[CH2:21][CH2:20][NH:19][CH2:18][CH2:17]5)[S:14][CH:15]=4)[N:6]4[C:7]=3[C:2]([NH2:1])=[N:3][CH:4]=[N:5]4)[CH:30]=[CH:31]2)=[N:35]1)[C:39]1[CH:40]=[CH:41][CH:42]=[CH:43][CH:44]=1. The yield is 0.0700. (5) The reactants are [Cl:1][C:2]1[CH:26]=[CH:25][C:24]([Cl:27])=[CH:23][C:3]=1[O:4][C:5]1[CH:10]=[CH:9][N:8]=[CH:7][C:6]=1[C:11]([N:13]1[C:22]2[C:17](=[CH:18][CH:19]=[CH:20][CH:21]=2)[NH:16][CH2:15][CH2:14]1)=[O:12].C(N(CC)C(C)C)(C)C.[CH3:37][S:38](Cl)(=[O:40])=[O:39]. The catalyst is ClCCl. The product is [Cl:1][C:2]1[CH:26]=[CH:25][C:24]([Cl:27])=[CH:23][C:3]=1[O:4][C:5]1[CH:10]=[CH:9][N:8]=[CH:7][C:6]=1[C:11]([N:13]1[C:22]2[C:17](=[CH:18][CH:19]=[CH:20][CH:21]=2)[N:16]([S:38]([CH3:37])(=[O:40])=[O:39])[CH2:15][CH2:14]1)=[O:12]. The yield is 0.260.